Dataset: Reaction yield outcomes from USPTO patents with 853,638 reactions. Task: Predict the reaction yield, written as a fraction of the theoretical maximum amount of product (1.0 means a 100% yield; for example, 0.34 means a 34% yield). (1) The reactants are [CH3:1][O:2][C:3](=[O:16])[C:4]1[CH:9]=[C:8](I)[C:7]([C:11]([F:14])([F:13])[F:12])=[CH:6][C:5]=1[NH2:15].[CH2:17]([Sn](CCCC)(CCCC)C#C)[CH2:18]CC. The catalyst is O1CCOCC1.C1C=CC([P]([Pd]([P](C2C=CC=CC=2)(C2C=CC=CC=2)C2C=CC=CC=2)([P](C2C=CC=CC=2)(C2C=CC=CC=2)C2C=CC=CC=2)[P](C2C=CC=CC=2)(C2C=CC=CC=2)C2C=CC=CC=2)(C2C=CC=CC=2)C2C=CC=CC=2)=CC=1. The product is [CH3:1][O:2][C:3](=[O:16])[C:4]1[CH:9]=[C:8]([C:17]#[CH:18])[C:7]([C:11]([F:14])([F:13])[F:12])=[CH:6][C:5]=1[NH2:15]. The yield is 0.690. (2) The reactants are [N+:1]([C:4]1[CH:5]=[CH:6][C:7]([C:11]([F:14])([F:13])[F:12])=[C:8]([OH:10])[CH:9]=1)([O-])=O.BrC1C=CC([N+]([O-])=O)=CC=1O. The catalyst is CO.[Ni]. The product is [NH2:1][C:4]1[CH:5]=[CH:6][C:7]([C:11]([F:12])([F:13])[F:14])=[C:8]([OH:10])[CH:9]=1. The yield is 0.200. (3) The reactants are [F:1][C:2]([F:9])([F:8])[C:3]1[CH:4]=[N:5][NH:6][CH:7]=1.F[C:11]1[CH:18]=[CH:17][C:14]([C:15]#[N:16])=[C:13]([CH3:19])[CH:12]=1.C(=O)([O-])[O-].[K+].[K+].O. The catalyst is C(#N)C. The product is [CH3:19][C:13]1[CH:12]=[C:11]([N:5]2[CH:4]=[C:3]([C:2]([F:9])([F:8])[F:1])[CH:7]=[N:6]2)[CH:18]=[CH:17][C:14]=1[C:15]#[N:16]. The yield is 0.400. (4) The reactants are Br[C:2]1[N:3]=[C:4]([C:20]2[CH:25]=[CH:24][N:23]=[C:22]([NH:26][C:27](=[O:29])[CH3:28])[CH:21]=2)[S:5][C:6]=1[C:7]1[N:11]=[CH:10][N:9](COCC[Si](C)(C)C)[N:8]=1.[CH3:30][C:31]1[CH:36]=[CH:35][CH:34]=[C:33]([CH3:37])[C:32]=1B(O)O.C(=O)([O-])[O-].[Na+].[Na+].O.C(O)(C(F)(F)F)=O. The catalyst is O1CCOCC1.C(Cl)Cl.C1C=CC(/C=C/C(/C=C/C2C=CC=CC=2)=O)=CC=1.C1C=CC(/C=C/C(/C=C/C2C=CC=CC=2)=O)=CC=1.C1C=CC(/C=C/C(/C=C/C2C=CC=CC=2)=O)=CC=1.[Pd].[Pd].C1C=CC([P]([Pd]([P](C2C=CC=CC=2)(C2C=CC=CC=2)C2C=CC=CC=2)([P](C2C=CC=CC=2)(C2C=CC=CC=2)C2C=CC=CC=2)[P](C2C=CC=CC=2)(C2C=CC=CC=2)C2C=CC=CC=2)(C2C=CC=CC=2)C2C=CC=CC=2)=CC=1. The product is [CH3:30][C:31]1[CH:36]=[CH:35][CH:34]=[C:33]([CH3:37])[C:32]=1[C:2]1[N:3]=[C:4]([C:20]2[CH:25]=[CH:24][N:23]=[C:22]([NH:26][C:27](=[O:29])[CH3:28])[CH:21]=2)[S:5][C:6]=1[C:7]1[NH:11][CH:10]=[N:9][N:8]=1. The yield is 0.0750. (5) The reactants are [CH2:1]([O:3][C:4]([N:6]1[C:14]2[C:9](=[CH:10][CH:11]=[C:12]([Cl:15])[CH:13]=2)/[C:8](=[CH:16]/[C:17]2[CH:22]=[CH:21][CH:20]=[C:19]([Cl:23])[CH:18]=2)/[C:7]1=[O:24])=[O:5])[CH3:2].[F:25][C:26]1[CH:27]=[C:28]([CH:32]=[N:33][C:34]([O:36][Si](C)(C)C)=[CH2:35])[CH:29]=[CH:30][CH:31]=1. The catalyst is C1(C)C=CC=CC=1. The product is [CH2:1]([O:3][C:4]([N:6]1[C:14]2[C:9](=[CH:10][CH:11]=[C:12]([Cl:15])[CH:13]=2)[C:8]2([CH:16]([C:17]3[CH:22]=[CH:21][CH:20]=[C:19]([Cl:23])[CH:18]=3)[CH2:35][C:34](=[O:36])[NH:33][CH:32]2[C:28]2[CH:29]=[CH:30][CH:31]=[C:26]([F:25])[CH:27]=2)[C:7]1=[O:24])=[O:5])[CH3:2]. The yield is 0.970.